Dataset: Forward reaction prediction with 1.9M reactions from USPTO patents (1976-2016). Task: Predict the product of the given reaction. (1) Given the reactants C([O:3][C:4](=[O:16])[C:5]1[CH:10]=[CH:9][C:8]([CH3:11])=[C:7]([O:12][CH2:13][O:14][CH3:15])[CH:6]=1)C.O.[OH-].[Na+].C(O)(=O)C, predict the reaction product. The product is: [CH3:15][O:14][CH2:13][O:12][C:7]1[CH:6]=[C:5]([CH:10]=[CH:9][C:8]=1[CH3:11])[C:4]([OH:16])=[O:3]. (2) Given the reactants [C:1]([O:5][C:6](=[O:29])[N:7]([CH3:28])[CH2:8][C:9](=[O:27])[N:10]([CH3:26])[CH2:11][C:12]([N:14]1[C:22]2[C:17](=[CH:18][CH:19]=[C:20]([N+:23]([O-])=O)[CH:21]=2)[CH:16]=[CH:15]1)=[O:13])([CH3:4])([CH3:3])[CH3:2].Cl[Sn]Cl.CCN(C(C)C)C(C)C.O, predict the reaction product. The product is: [C:1]([O:5][C:6](=[O:29])[N:7]([CH2:8][C:9](=[O:27])[N:10]([CH2:11][C:12]([N:14]1[C:22]2[C:17](=[CH:18][CH:19]=[C:20]([NH2:23])[CH:21]=2)[CH:16]=[CH:15]1)=[O:13])[CH3:26])[CH3:28])([CH3:4])([CH3:2])[CH3:3]. (3) Given the reactants C(Cl)(=O)C(Cl)=O.CS(C)=O.[CH:11]([N:24]1[CH2:27][CH:26]([OH:28])[CH2:25]1)([C:18]1[CH:23]=[CH:22][CH:21]=[CH:20][CH:19]=1)[C:12]1[CH:17]=[CH:16][CH:15]=[CH:14][CH:13]=1.CS(C)=O.C(Cl)(=O)C(Cl)=O.C(N(CC)CC)C.Cl.[OH-].[Na+], predict the reaction product. The product is: [CH:11]([N:24]1[CH2:27][C:26](=[O:28])[CH2:25]1)([C:18]1[CH:23]=[CH:22][CH:21]=[CH:20][CH:19]=1)[C:12]1[CH:13]=[CH:14][CH:15]=[CH:16][CH:17]=1. (4) Given the reactants [Cl:1][C:2]1[CH:19]=[CH:18][C:5]([CH2:6][O:7][C:8]2[C:9]([O:16][CH3:17])=[CH:10][C:11]([CH2:14][OH:15])=[N:12][CH:13]=2)=[CH:4][CH:3]=1.CC(OI1(OC(C)=O)(OC(C)=O)OC(=O)C2C=CC=CC1=2)=O, predict the reaction product. The product is: [Cl:1][C:2]1[CH:19]=[CH:18][C:5]([CH2:6][O:7][C:8]2[C:9]([O:16][CH3:17])=[CH:10][C:11]([CH:14]=[O:15])=[N:12][CH:13]=2)=[CH:4][CH:3]=1.